Dataset: Experimentally validated miRNA-target interactions with 360,000+ pairs, plus equal number of negative samples. Task: Binary Classification. Given a miRNA mature sequence and a target amino acid sequence, predict their likelihood of interaction. (1) The miRNA is hsa-miR-6797-5p with sequence AGGAGGGAAGGGGCUGAGAACAGGA. Result: 1 (interaction). The protein sequence of the target gene is MCVCQTMEVGQYGKNASRAGDRGVLLEPFIHQVGGHSSMMRYDDHTVCKPLISREQRFYESLPPEMKEFTPEYKGVVSVCFEGDSDGYINLVAYPYVESETVEQDDTTEREQPRRKHSRRSLHRSGSGSDHKEEKASLSLETSESSQEAKSPKVELHSHSEVPFQMLDGNSGLSSEKISHNPWSLRCHKQQLSRMRSESKDRKLYKFLLLENVVHHFKYPCVLDLKMGTRQHGDDASAEKAARQMRKCEQSTSATLGVRVCGMQVYQLDTGHYLCRNKYYGRGLSIEGFRNALYQYLHNG.... (2) The miRNA is hsa-miR-181c-5p with sequence AACAUUCAACCUGUCGGUGAGU. The protein sequence of the target gene is MAAQALAAQAVASRLQRQEEDIRWLCAEVQRLRDEQLRGPERGQAEGPRLTREVAQLQAENRDLHQRLCGLRLRLAEQRRTEAGRAAAHEPPTQNQEKDTKKKRLKQSEPGREVKQPNFIKERLQLFETLKTDHQLLPATQEKKNTNNVISVRVAGGKTVQGERWKTTPYQVAAGISKELAEHTVIAKVNGVLWDLDRPLEGDSTVELLMFDNEEAQAVYWHSSAHILGEAMELYYGGHLCYGPPIENGFYYDMFIEDRVVSSTELSALENICKTIIKEKQPFERLEVSKDTLLEMFKYN.... Result: 0 (no interaction).